From a dataset of Forward reaction prediction with 1.9M reactions from USPTO patents (1976-2016). Predict the product of the given reaction. Given the reactants F[C:2]1[CH:11]=[C:10]([C:12]2[N:17]=[C:16]3[N:18]([CH2:21][C:22]4[CH:23]=[C:24]5[C:29](=[CH:30][CH:31]=4)[N:28]=[CH:27][CH:26]=[CH:25]5)[N:19]=[N:20][C:15]3=[CH:14][CH:13]=2)[CH:9]=[CH:8][C:3]=1C(NC)=O.[CH3:32][O:33]C1C=C(B(O)O)C=CC=1.C(=O)([O-])[O-].[K+].[K+].O1CCOCC1, predict the reaction product. The product is: [CH3:32][O:33][C:2]1[CH:11]=[C:10]([C:12]2[N:17]=[C:16]3[N:18]([CH2:21][C:22]4[CH:23]=[C:24]5[C:29](=[CH:30][CH:31]=4)[N:28]=[CH:27][CH:26]=[CH:25]5)[N:19]=[N:20][C:15]3=[CH:14][CH:13]=2)[CH:9]=[CH:8][CH:3]=1.